From a dataset of B-cell epitopes from IEDB database with 3,159 antigens for binding position prediction. Token-level Classification. Given an antigen amino acid sequence, predict which amino acid positions are active epitope sites capable of antibody binding. Output is a list of indices for active positions. (1) The epitope positions are: [162, 163, 164, 165, 166, 167, 168, 169, 170, 171, 172, 173, 174, 175, 176]. The amino acids at these positions are: PESRESLAWQTATNP. Given the antigen sequence: GDRVADVIESCIGDSVSRALTQALPAPTGQNTQVSSHRLDTGEVPALQAAEIGASSNTSDESMIETRCVLNSHSTAETTLDSFFSRAGLVGEIDLPLEGTTNPNGYANWDIDITGYAQMRRKVELFTYMRFDAEFTFVACTPTGGVVPQLLQYMFVPPGAPKPESRESLAWQTATNPSVFVKLTDPPAQVSVPFMSPASAYQWFYDGYPTFGEHKQEKDLEYGACPNNMMGTFSVRTVGSSKSKYPLVVRIYMRMKHVRAWIPRPMRNQNYLFKANPNYAGNSIKPTGTSRTAITTL, which amino acid positions are active epitope sites? (2) Given the antigen sequence: MGNHAGKRELNAEKASTNSETNRGESEKKRNLGELSRTTSEDNEVFGEADANQNNGTSSQDTAVTDSKRTADPKNAWQDAHPADPGSRPHLIRLFSRDAPGREDNTFKDRPSESDELQTIQEDSAATSESLDVMASQKRPSQRHGSKYLATASTMDHARHGFLPRHRDTGILDSIGRFFGGDRGAPKRGSGKVPWLKPGRSPLPSHARSQPGLCNMYKVRRRRVLTHRGQG, which amino acid positions are active epitope sites? The epitope positions are: [189, 190, 191, 192, 193, 194, 195, 196, 197, 198, 199]. The amino acids at these positions are: SGKVPWLKPGR. (3) The epitope positions are: [88, 89, 90, 91, 92, 93, 94, 95, 96, 97, 98, 99, 100, 101, 102]. The amino acids at these positions are: NSQPEILERTRAELD. Given the antigen sequence: MALQIPSLLLSAAVVVLMVLSSPGTEGGDSERHFVYQFMGECYFTNGTQRIRYVTRYIYNREEYVRYDSDVGEHRAVTELGRPDAEYWNSQPEILERTRAELDTVCRHNYEGPETHTSLRRLEQPNVVISLSRTEALNHHNTLVCSVTDFYPAKIKVRWFRNGQEETVGVSSTQLIRNGDWTFQVLVMLEMTPRRGEVYTCHVEHPSLKSPITVEWRAQSESAWSKMLSGIGGCVLGVIFLGLGLFIRHRSQKGPRGPPPAGLLQ, which amino acid positions are active epitope sites? (4) Given the antigen sequence: MSTNPKPQRKTKRNTNRRPQDVKFPGGGQIVGGVYLLPRRGPRLGVRATRKTSERSQPRGRRQPIPKARRPEGRTWAQPGYPWPLYGNEGCGWAGWLLSPRGSRPSWGPTDPRRRSRNLGKVIDTLTCGFADLMGYIPLVGAPLGGAARALAHGVRVLEDGVNYATGNLPGCSFSIFLLALLSCLTVPASAYQVRNSSGLYHVTNDCPNSSIVYEAADAILHTPGCVPCVREGNASRCWVAVTPTVATRDGKLPTTQLRRHIDLLVGSATLCSALYVGDLCGSVFLVGQLFTFSPRRHWTTQDCNCSIYPGHITGHRMAWDMMMNWSPTAALVVAQLLRIPQAIMDMIAGAHWGVLAGIAYFSMVGNWAKVLVVLLLFAGVDAETHVTGGSAGRTTAGLVGLLTPGAKQNIQLINTNGSWHINSTALNCNESLNTGWLAGLFYHHKFNSSGCPERLASCRRLTDFAQGWGPISYANGSGLDERPYCWHYPPRPCGIVPAK..., which amino acid positions are active epitope sites? The epitope positions are: [389, 390, 391, 392, 393, 394, 395, 396, 397, 398, 399, 400, 401, 402, 403, 404, 405, 406, 407, 408... (21 total positions)]. The amino acids at these positions are: GSAGRTTAGLVGLLTPGAKQN. (5) Given the antigen sequence: GLPTTTLPGSGQFLTTDDRQSPSALPNYEPTPRIHIPGKVHNLLEIIQVDTLIPMNNTHTKDEVNSYLIPLNANRQNEQVFGTNLFIGDGVFKTTLLGEIVQYYTHWSGSLRFSLMYTGPALSSAKLILAYTPPGARGPQDRREAMLGTHVVWDIGLQSTIVMTIPWTSGVQFRYTDPDTYTSAGFLSCWYQTSLILPPETTGQVYLLSFISACPDFKLRLMKDTQTISQTVALTE, which amino acid positions are active epitope sites? The epitope positions are: [125, 126, 127, 128, 129, 130, 131, 132, 133, 134, 135, 136, 137, 138, 139, 140]. The amino acids at these positions are: KLILAYTPPGARGPQD.